Dataset: Forward reaction prediction with 1.9M reactions from USPTO patents (1976-2016). Task: Predict the product of the given reaction. (1) Given the reactants [CH3:1][NH:2][CH3:3].C[Al](C)C.[F:8][C:9]1[CH:14]=[CH:13][CH:12]=[C:11]([F:15])[C:10]=1[N:16]1[C:21]2[N:22]=[C:23]([NH:34][CH2:35][C:36]([O:38]C)=O)[N:24]=[C:25]([C:26]3[CH:31]=[CH:30][C:29]([F:32])=[CH:28][C:27]=3[CH3:33])[C:20]=2[CH:19]=[CH:18][C:17]1=[O:40], predict the reaction product. The product is: [F:15][C:11]1[CH:12]=[CH:13][CH:14]=[C:9]([F:8])[C:10]=1[N:16]1[C:21]2[N:22]=[C:23]([NH:34][CH2:35][C:36]([N:2]([CH3:3])[CH3:1])=[O:38])[N:24]=[C:25]([C:26]3[CH:31]=[CH:30][C:29]([F:32])=[CH:28][C:27]=3[CH3:33])[C:20]=2[CH:19]=[CH:18][C:17]1=[O:40]. (2) Given the reactants C([N:8]1[CH2:20][C@@H:19]2[C@H:10]([C:11](=[O:24])[N:12]3[CH2:23][CH2:22][CH2:21][C:14]4[CH:15]=[CH:16][CH:17]=[C:18]2[C:13]3=4)[CH2:9]1)C1C=CC=CC=1.[Cl:25]C(OC(Cl)C)=O.C(=O)([O-])[O-].[Na+].[Na+].Cl.CCOCC, predict the reaction product. The product is: [ClH:25].[CH:17]1[CH:16]=[CH:15][C:14]2[CH2:21][CH2:22][CH2:23][N:12]3[C:13]=2[C:18]=1[C@@H:19]1[CH2:20][NH:8][CH2:9][C@H:10]1[C:11]3=[O:24]. (3) Given the reactants [Br:1][C:2]1[CH:7]=[CH:6][C:5](F)=[CH:4][C:3]=1[CH:9]([F:11])[F:10].[CH2:12]([S-:14])[CH3:13].[Na+].O, predict the reaction product. The product is: [Br:1][C:2]1[CH:7]=[CH:6][C:5]([S:14][CH2:12][CH3:13])=[CH:4][C:3]=1[CH:9]([F:11])[F:10]. (4) Given the reactants [C:1]1([CH2:7][OH:8])[CH:6]=[CH:5][CH:4]=[CH:3][CH:2]=1.Cl[P:10]1(=[O:15])[CH2:14][CH2:13][CH:12]=[CH:11]1.ClCCCl, predict the reaction product. The product is: [C:1]1([CH2:7][O:8][P:10]2(=[O:15])[CH2:14][CH2:13][CH:12]=[CH:11]2)[CH:6]=[CH:5][CH:4]=[CH:3][CH:2]=1. (5) Given the reactants [N+:1]([C:4]1[CH:9]=[CH:8][C:7]([C:10]2([C:22]#[N:23])[CH2:15][CH2:14][N:13](C(=O)C(F)(F)F)[CH2:12][CH2:11]2)=[CH:6][CH:5]=1)([O-:3])=[O:2].C(=O)([O-])[O-].[Na+].[Na+].O, predict the reaction product. The product is: [N+:1]([C:4]1[CH:9]=[CH:8][C:7]([C:10]2([C:22]#[N:23])[CH2:15][CH2:14][NH:13][CH2:12][CH2:11]2)=[CH:6][CH:5]=1)([O-:3])=[O:2].